Dataset: Catalyst prediction with 721,799 reactions and 888 catalyst types from USPTO. Task: Predict which catalyst facilitates the given reaction. (1) Reactant: Br.[NH2:2][C:3]1[CH:8]=[CH:7][CH:6]=[C:5]([CH:9]([CH3:11])[CH3:10])[C:4]=1[OH:12].C(OCC)(=O)C.C(=O)([O-])O.[Na+].[Br:24][CH2:25][C:26](Cl)=[O:27]. Product: [Br:24][CH2:25][C:26]([NH:2][C:3]1[CH:8]=[CH:7][CH:6]=[C:5]([CH:9]([CH3:10])[CH3:11])[C:4]=1[OH:12])=[O:27]. The catalyst class is: 6. (2) Reactant: [N:1]1[CH:6]=[CH:5][CH:4]=[C:3]2[CH2:7][CH2:8][C:9](=[O:10])[C:2]=12.Br[Mg][C:13]#[CH:14]. Product: [C:13]([C:9]1([OH:10])[C:2]2=[N:1][CH:6]=[CH:5][CH:4]=[C:3]2[CH2:7][CH2:8]1)#[CH:14]. The catalyst class is: 1. (3) Reactant: [CH3:1][C:2]1[N:6]([CH2:7][CH2:8][O:9][C:10]2[CH:15]=[CH:14][C:13]([CH2:16][C@H:17]([O:23][CH2:24][CH3:25])[C:18]([O:20]CC)=[O:19])=[CH:12][CH:11]=2)[C:5]([C:26]2C=CC=CC=2C)=[CH:4][CH:3]=1.[OH-].[Na+]. Product: [CH3:26][C:5]1[N:6]([CH2:7][CH2:8][O:9][C:10]2[CH:11]=[CH:12][C:13]([CH2:16][C@H:17]([O:23][CH2:24][CH3:25])[C:18]([OH:20])=[O:19])=[CH:14][CH:15]=2)[C:2]([CH3:1])=[CH:3][CH:4]=1. The catalyst class is: 5. (4) Reactant: [CH:1]([C:3]1[CH:10]=[CH:9][C:6]([CH2:7][Cl:8])=[CH:5][CH:4]=1)=[CH2:2].[CH3:11][N:12]([CH2:14][CH2:15][CH2:16][CH2:17][CH2:18][CH2:19][CH2:20][CH2:21][CH2:22][CH2:23][CH2:24][CH2:25][CH2:26][CH2:27][CH2:28][CH2:29][CH2:30][CH3:31])[CH3:13].C(C1C=CC=C(O)C=1O)(C)(C)C. Product: [Cl-:8].[CH3:11][N+:12]([CH3:13])([CH2:14][CH2:15][CH2:16][CH2:17][CH2:18][CH2:19][CH2:20][CH2:21][CH2:22][CH2:23][CH2:24][CH2:25][CH2:26][CH2:27][CH2:28][CH2:29][CH2:30][CH3:31])[CH2:7][C:6]1[CH:9]=[CH:10][C:3]([CH:1]=[CH2:2])=[CH:4][CH:5]=1. The catalyst class is: 21.